From a dataset of Full USPTO retrosynthesis dataset with 1.9M reactions from patents (1976-2016). Predict the reactants needed to synthesize the given product. (1) Given the product [F:1][C:2]1[CH:3]=[CH:4][C:5]([S:12][C:13]2[CH:18]=[CH:17][CH:16]=[CH:15][C:14]=2[CH2:19][OH:20])=[C:6]([CH2:7][OH:8])[CH:11]=1, predict the reactants needed to synthesize it. The reactants are: [F:1][C:2]1[CH:3]=[CH:4][C:5]([S:12][C:13]2[CH:18]=[CH:17][CH:16]=[CH:15][C:14]=2[C:19](OC)=[O:20])=[C:6]([CH:11]=1)[C:7](OC)=[O:8].S(C1C=CC=CC=1C(OC)=O)C1C=CC=CC=1C(OC)=O. (2) Given the product [Cl:1][C:2]1[C:11]2[C:6](=[CH:7][CH:8]=[C:9]([Cl:12])[CH:10]=2)[C:5]([O:13][CH3:15])=[CH:4][N:3]=1, predict the reactants needed to synthesize it. The reactants are: [Cl:1][C:2]1[C:11]2[C:6](=[CH:7][CH:8]=[C:9]([Cl:12])[CH:10]=2)[C:5]([OH:13])=[CH:4][N:3]=1.[Si](C=[N+]=[N-])(C)(C)[CH3:15].